This data is from Catalyst prediction with 721,799 reactions and 888 catalyst types from USPTO. The task is: Predict which catalyst facilitates the given reaction. (1) Reactant: C[O:2][C:3]1[N:12]=[CH:11][CH:10]=[C:9]2[C:4]=1[CH:5]=[C:6]([C:23]1[S:24][CH:25]=[CH:26][CH:27]=1)[C:7]([C:13]1[CH:18]=[CH:17][C:16]([C:19]([NH2:22])([CH3:21])[CH3:20])=[CH:15][CH:14]=1)=[N:8]2.Cl. Product: [NH2:22][C:19]([C:16]1[CH:15]=[CH:14][C:13]([C:7]2[C:6]([C:23]3[S:24][CH:25]=[CH:26][CH:27]=3)=[CH:5][C:4]3[C:3](=[O:2])[NH:12][CH:11]=[CH:10][C:9]=3[N:8]=2)=[CH:18][CH:17]=1)([CH3:21])[CH3:20]. The catalyst class is: 1. (2) Product: [C:11]([O:15][C:16]([N:18]1[CH2:22][CH2:21][CH:20]([CH:27]([OH:28])[CH2:26][CH:25]([CH3:29])[CH3:24])[C:19]1=[O:23])=[O:17])([CH3:14])([CH3:12])[CH3:13]. Reactant: C[Si]([N-][Si](C)(C)C)(C)C.[Li+].[C:11]([O:15][C:16]([N:18]1[CH2:22][CH2:21][CH2:20][C:19]1=[O:23])=[O:17])([CH3:14])([CH3:13])[CH3:12].[CH3:24][CH:25]([CH3:29])[CH2:26][CH:27]=[O:28].B(F)(F)F.CCOCC. The catalyst class is: 1. (3) Reactant: C([O:8][C:9]1[CH:14]=CN=[C:11]([NH:15][C:16]2[CH:21]=[CH:20][C:19]([C:22]3[N:23]=[C:24]([N:35]4[CH2:40][CH2:39][O:38][CH2:37][C@@H:36]4[CH3:41])[C:25]4[CH2:31][CH2:30][N:29]([CH:32]([CH3:34])[CH3:33])[CH2:28][C:26]=4[N:27]=3)=[CH:18][CH:17]=2)[N:10]=1)C1C=CC=CC=1.CO.O1CC[CH2:46][CH2:45]1. Product: [CH:32]([N:29]1[CH2:30][CH2:31][C:25]2[C:24]([N:35]3[CH2:40][CH2:39][O:38][CH2:37][C@@H:36]3[CH3:41])=[N:23][C:22]([C:19]3[CH:18]=[CH:17][C:16]([NH:15][C:11]4[NH:10][C:9](=[O:8])[CH:14]=[CH:46][CH:45]=4)=[CH:21][CH:20]=3)=[N:27][C:26]=2[CH2:28]1)([CH3:34])[CH3:33]. The catalyst class is: 723. (4) Reactant: [NH2:1][C:2]1[C:3]2[CH:14]=[C:13]([C:15]([O:17][C:18]([CH3:21])([CH3:20])[CH3:19])=[O:16])[S:12][C:4]=2[N:5]([C:7]([O:9][CH2:10][CH3:11])=[O:8])[N:6]=1.C(N(C(C)C)CC)(C)C.[N+:31]([C:34]1[CH:42]=[CH:41][CH:40]=[CH:39][C:35]=1[C:36](Cl)=[O:37])([O-:33])=[O:32]. Product: [CH2:10]([O:9][C:7]([N:5]1[C:4]2[S:12][C:13]([C:15]([O:17][C:18]([CH3:20])([CH3:19])[CH3:21])=[O:16])=[CH:14][C:3]=2[C:2]([NH:1][C:36](=[O:37])[C:35]2[CH:39]=[CH:40][CH:41]=[CH:42][C:34]=2[N+:31]([O-:33])=[O:32])=[N:6]1)=[O:8])[CH3:11]. The catalyst class is: 7. (5) Reactant: [C:1]([O:5][C:6](=[O:31])[NH:7][CH2:8][C:9]([N:11]1[CH2:16][CH2:15][N:14]([C:17]2[CH:22]=[CH:21][C:20]([O:23]CC3C=CC=CC=3)=[CH:19][CH:18]=2)[CH2:13][CH2:12]1)=[O:10])([CH3:4])([CH3:3])[CH3:2]. Product: [OH:23][C:20]1[CH:21]=[CH:22][C:17]([N:14]2[CH2:15][CH2:16][N:11]([C:9](=[O:10])[CH2:8][NH:7][C:6](=[O:31])[O:5][C:1]([CH3:2])([CH3:3])[CH3:4])[CH2:12][CH2:13]2)=[CH:18][CH:19]=1. The catalyst class is: 19. (6) Reactant: [Br:1][C:2]1[CH:3]=[C:4]2[C:8](=[CH:9][C:10]=1[N+:11]([O-])=O)[NH:7][C:6]([C:14]([O:16][CH2:17][CH3:18])=[O:15])=[C:5]2[S:19]([N:22]1[CH2:27][CH2:26][O:25][CH2:24][CH2:23]1)(=[O:21])=[O:20].Cl. Product: [Br:1][C:2]1[CH:3]=[C:4]2[C:8](=[CH:9][C:10]=1[NH2:11])[NH:7][C:6]([C:14]([O:16][CH2:17][CH3:18])=[O:15])=[C:5]2[S:19]([N:22]1[CH2:23][CH2:24][O:25][CH2:26][CH2:27]1)(=[O:20])=[O:21]. The catalyst class is: 490.